Dataset: Full USPTO retrosynthesis dataset with 1.9M reactions from patents (1976-2016). Task: Predict the reactants needed to synthesize the given product. Given the product [C:1]([C:3]1[CH:8]=[CH:7][C:6]([N:9]2[CH:13]([CH:14]3[CH2:17][C:16]([F:18])([F:19])[CH2:15]3)[CH2:12][C:11]([C:20]3[CH:29]=[CH:28][C:23]([C:24]([OH:26])=[O:25])=[C:22]([O:30][CH3:31])[N:21]=3)=[N:10]2)=[CH:5][C:4]=1[CH3:32])#[N:2], predict the reactants needed to synthesize it. The reactants are: [C:1]([C:3]1[CH:8]=[CH:7][C:6]([N:9]2[CH:13]([CH:14]3[CH2:17][C:16]([F:19])([F:18])[CH2:15]3)[CH2:12][C:11]([C:20]3[CH:29]=[CH:28][C:23]([C:24]([O:26]C)=[O:25])=[C:22]([O:30][CH3:31])[N:21]=3)=[N:10]2)=[CH:5][C:4]=1[CH3:32])#[N:2].[OH-].[Na+].Cl.